Dataset: NCI-60 drug combinations with 297,098 pairs across 59 cell lines. Task: Regression. Given two drug SMILES strings and cell line genomic features, predict the synergy score measuring deviation from expected non-interaction effect. (1) Drug 1: CC1CCC2CC(C(=CC=CC=CC(CC(C(=O)C(C(C(=CC(C(=O)CC(OC(=O)C3CCCCN3C(=O)C(=O)C1(O2)O)C(C)CC4CCC(C(C4)OC)O)C)C)O)OC)C)C)C)OC. Drug 2: C1CN(P(=O)(OC1)NCCCl)CCCl. Cell line: SW-620. Synergy scores: CSS=16.1, Synergy_ZIP=1.38, Synergy_Bliss=4.47, Synergy_Loewe=-50.1, Synergy_HSA=4.00. (2) Drug 2: CCN(CC)CCCC(C)NC1=C2C=C(C=CC2=NC3=C1C=CC(=C3)Cl)OC. Cell line: OVCAR-5. Drug 1: C1=NC2=C(N1)C(=S)N=C(N2)N. Synergy scores: CSS=56.3, Synergy_ZIP=-0.690, Synergy_Bliss=0.962, Synergy_Loewe=1.45, Synergy_HSA=3.83. (3) Drug 1: C1CN1P(=S)(N2CC2)N3CC3. Drug 2: CCC(=C(C1=CC=CC=C1)C2=CC=C(C=C2)OCCN(C)C)C3=CC=CC=C3.C(C(=O)O)C(CC(=O)O)(C(=O)O)O. Cell line: OVCAR-4. Synergy scores: CSS=1.03, Synergy_ZIP=-0.797, Synergy_Bliss=-0.396, Synergy_Loewe=-0.716, Synergy_HSA=-1.29. (4) Drug 1: CC12CCC(CC1=CCC3C2CCC4(C3CC=C4C5=CN=CC=C5)C)O. Drug 2: CC1=C(N=C(N=C1N)C(CC(=O)N)NCC(C(=O)N)N)C(=O)NC(C(C2=CN=CN2)OC3C(C(C(C(O3)CO)O)O)OC4C(C(C(C(O4)CO)O)OC(=O)N)O)C(=O)NC(C)C(C(C)C(=O)NC(C(C)O)C(=O)NCCC5=NC(=CS5)C6=NC(=CS6)C(=O)NCCC[S+](C)C)O. Cell line: SK-MEL-28. Synergy scores: CSS=1.18, Synergy_ZIP=-0.732, Synergy_Bliss=-0.495, Synergy_Loewe=-3.36, Synergy_HSA=-3.01. (5) Drug 1: CC1=CC2C(CCC3(C2CCC3(C(=O)C)OC(=O)C)C)C4(C1=CC(=O)CC4)C. Drug 2: CC1=CC=C(C=C1)C2=CC(=NN2C3=CC=C(C=C3)S(=O)(=O)N)C(F)(F)F. Cell line: SK-OV-3. Synergy scores: CSS=2.30, Synergy_ZIP=-0.528, Synergy_Bliss=1.30, Synergy_Loewe=1.33, Synergy_HSA=1.55. (6) Drug 1: C1=CN(C(=O)N=C1N)C2C(C(C(O2)CO)O)O.Cl. Drug 2: CCN(CC)CCCC(C)NC1=C2C=C(C=CC2=NC3=C1C=CC(=C3)Cl)OC. Cell line: SK-OV-3. Synergy scores: CSS=25.4, Synergy_ZIP=-8.72, Synergy_Bliss=-3.37, Synergy_Loewe=-13.5, Synergy_HSA=0.974.